This data is from Reaction yield outcomes from USPTO patents with 853,638 reactions. The task is: Predict the reaction yield, written as a fraction of the theoretical maximum amount of product (1.0 means a 100% yield; for example, 0.34 means a 34% yield). (1) The product is [C:5]1([C:8]2[C:9]3[C:14](=[CH:13][CH:12]=[CH:11][CH:10]=3)[C:15]([C:22]3[CH:23]=[CH:24][C:25]([B:33]([OH:38])[OH:34])=[CH:26][CH:27]=3)=[C:16]3[C:21]=2[CH:20]=[CH:19][CH:18]=[CH:17]3)[CH:6]=[CH:7][CH:2]=[CH:3][CH:4]=1. The yield is 0.840. The catalyst is O1CCCC1. The reactants are Br[C:2]1[CH:7]=[CH:6][C:5]([C:8]2[C:9]3[C:14]([C:15]([C:22]4[CH:27]=[CH:26][CH:25]=[CH:24][CH:23]=4)=[C:16]4[C:21]=2[CH:20]=[CH:19][CH:18]=[CH:17]4)=[CH:13][CH:12]=[CH:11][CH:10]=3)=[CH:4][CH:3]=1.C([Li])CCC.[B:33]([O:38]C)(OC)[O:34]C.Cl. (2) The yield is 0.620. The product is [N:4]1[CH:5]=[CH:6][CH:7]=[C:2]([NH:1][C:9](=[O:10])[O:11][C:12]2[CH:17]=[CH:16][CH:15]=[CH:14][CH:13]=2)[CH:3]=1. The reactants are [NH2:1][C:2]1[CH:3]=[N:4][CH:5]=[CH:6][CH:7]=1.Cl[C:9]([O:11][C:12]1[CH:17]=[CH:16][CH:15]=[CH:14][CH:13]=1)=[O:10]. No catalyst specified. (3) The reactants are Br[C:2]1[C:3]2[CH:12]=[CH:11][N:10]([S:13]([C:16]3[CH:22]=[CH:21][C:19]([CH3:20])=[CH:18][CH:17]=3)(=[O:15])=[O:14])[C:4]=2[C:5](=[O:9])[N:6]([CH3:8])[CH:7]=1.[CH2:23]([O:25][C:26]([C:28]1[CH:29]=[CH:30][C:31]([F:37])=[C:32](B(O)O)[CH:33]=1)=[O:27])[CH3:24].C(=O)([O-])[O-].[Na+].[Na+]. The catalyst is C1(C)C=CC=CC=1.C(O)C.O.C1C=CC([P]([Pd]([P](C2C=CC=CC=2)(C2C=CC=CC=2)C2C=CC=CC=2)([P](C2C=CC=CC=2)(C2C=CC=CC=2)C2C=CC=CC=2)[P](C2C=CC=CC=2)(C2C=CC=CC=2)C2C=CC=CC=2)(C2C=CC=CC=2)C2C=CC=CC=2)=CC=1. The product is [F:37][C:31]1[CH:30]=[CH:29][C:28]([C:26]([O:25][CH2:23][CH3:24])=[O:27])=[CH:33][C:32]=1[C:2]1[C:3]2[CH:12]=[CH:11][N:10]([S:13]([C:16]3[CH:22]=[CH:21][C:19]([CH3:20])=[CH:18][CH:17]=3)(=[O:15])=[O:14])[C:4]=2[C:5](=[O:9])[N:6]([CH3:8])[CH:7]=1. The yield is 0.870. (4) The reactants are [OH-].[Na+].[F:3][C:4]1[CH:5]=[C:6]([N:11]2[CH2:15][CH2:14][CH2:13][C@@H:12]2[C:16]2[CH:17]=[C:18]([C:33]([O:35]C)=[O:34])[CH:19]=[C:20]3[C:25]=2[O:24][C:23]([N:26]2[CH2:31][CH2:30][O:29][CH2:28][CH2:27]2)=[CH:22][C:21]3=[O:32])[CH:7]=[C:8]([F:10])[CH:9]=1.Cl. The catalyst is CO.C(Cl)Cl. The product is [F:3][C:4]1[CH:5]=[C:6]([N:11]2[CH2:15][CH2:14][CH2:13][C@@H:12]2[C:16]2[CH:17]=[C:18]([C:33]([OH:35])=[O:34])[CH:19]=[C:20]3[C:25]=2[O:24][C:23]([N:26]2[CH2:27][CH2:28][O:29][CH2:30][CH2:31]2)=[CH:22][C:21]3=[O:32])[CH:7]=[C:8]([F:10])[CH:9]=1. The yield is 0.830. (5) The reactants are [NH2:1][C:2]1[CH:30]=[CH:29][C:5]([O:6][C:7]2[CH:12]=[CH:11][N:10]=[C:9]([NH:13][C:14]([N:16]3[CH2:21][CH2:20][CH:19]([N:22]4[CH2:25][CH:24]([N:26]([CH3:28])[CH3:27])[CH2:23]4)[CH2:18][CH2:17]3)=[O:15])[CH:8]=2)=[C:4]([F:31])[CH:3]=1.[C@]12(CS(O)(=O)=O)C(C)(C)C(CC1)CC2=O.[C:47]1([CH2:53][C:54]([N:56]=[C:57]=[S:58])=[O:55])[CH:52]=[CH:51][CH:50]=[CH:49][CH:48]=1.C(=O)([O-])O.[Na+]. The catalyst is C(O)C.C1(C)C=CC=CC=1.CCCCCC.C(OCC)C.C(OCC)(=O)C. The product is [F:31][C:4]1[CH:3]=[C:2]([NH:1][C:57]([NH:56][C:54](=[O:55])[CH2:53][C:47]2[CH:48]=[CH:49][CH:50]=[CH:51][CH:52]=2)=[S:58])[CH:30]=[CH:29][C:5]=1[O:6][C:7]1[CH:12]=[CH:11][N:10]=[C:9]([NH:13][C:14]([N:16]2[CH2:21][CH2:20][CH:19]([N:22]3[CH2:23][CH:24]([N:26]([CH3:27])[CH3:28])[CH2:25]3)[CH2:18][CH2:17]2)=[O:15])[CH:8]=1. The yield is 0.257. (6) The reactants are C(=O)([O-])[O-].[Cs+].[Cs+].CN(C)C=O.[N:12]1([C:17]2[CH:22]=[CH:21][C:20]([OH:23])=[CH:19][CH:18]=2)[CH:16]=[N:15][CH:14]=[N:13]1.Br[C:25]1[CH:26]=[CH:27][C:28]([N+:31]([O-:33])=[O:32])=[N:29][CH:30]=1. The catalyst is O. The product is [N+:31]([C:28]1[CH:27]=[CH:26][C:25]([O:23][C:20]2[CH:19]=[CH:18][C:17]([N:12]3[CH:16]=[N:15][CH:14]=[N:13]3)=[CH:22][CH:21]=2)=[CH:30][N:29]=1)([O-:33])=[O:32]. The yield is 0.320.